This data is from Reaction yield outcomes from USPTO patents with 853,638 reactions. The task is: Predict the reaction yield, written as a fraction of the theoretical maximum amount of product (1.0 means a 100% yield; for example, 0.34 means a 34% yield). (1) The reactants are [N+:1]([C:4]1[CH:5]([CH:9]([CH2:11][CH2:12][CH3:13])[CH3:10])[S:6][CH2:7][CH:8]=1)([O-:3])=[O:2].S(Cl)(Cl)(=O)=O.C(=O)(O)[O-].[Na+]. The catalyst is ClCCl. The product is [N+:1]([C:4]1[CH:8]=[CH:7][S:6][C:5]=1[CH:9]([CH2:11][CH2:12][CH3:13])[CH3:10])([O-:3])=[O:2]. The yield is 0.887. (2) The catalyst is C(#N)C. The yield is 0.810. The reactants are C1(C)C=CC(S(O)(=O)=O)=CC=1.[CH2:12]([O:19][C:20]([CH:22]1[C:31]2[C:26](=[CH:27][CH:28]=[CH:29][CH:30]=2)[CH2:25][CH2:24][NH:23]1)=[O:21])[C:13]1[CH:18]=[CH:17][CH:16]=[CH:15][CH:14]=1.[CH2:32]([O:34][C:35]([C:37]1[O:38][C:39]([CH2:42]Cl)=[CH:40][CH:41]=1)=[O:36])[CH3:33].C(N(CC)C(C)C)(C)C. The product is [CH2:12]([O:19][C:20]([CH:22]1[CH2:31][C:26]2[C:25](=[CH:30][CH:29]=[CH:28][CH:27]=2)[CH2:24][N:23]1[CH2:42][C:39]1[O:38][C:37]([C:35]([O:34][CH2:32][CH3:33])=[O:36])=[CH:41][CH:40]=1)=[O:21])[C:13]1[CH:14]=[CH:15][CH:16]=[CH:17][CH:18]=1. (3) The reactants are [CH3:1][N:2]1[C:6]2=[N:7][C:8]([O:15][CH2:16][C:17]([OH:19])=O)=[CH:9][C:10]([C:11]([F:14])([F:13])[F:12])=[C:5]2[C:4]([C:20]2[CH:25]=[CH:24][CH:23]=[CH:22][CH:21]=2)=[N:3]1.[CH3:32][CH:31]([CH3:33])[N:30]=C=[N:30][CH:31]([CH3:33])[CH3:32].[CH:35]1[CH:36]=[CH:37][C:38]2N(O)N=N[C:39]=2[CH:40]=1. The catalyst is CN(C=O)C. The product is [C@@H:31]1([NH:30][C:17](=[O:19])[CH2:16][O:15][C:8]2[N:7]=[C:6]3[N:2]([CH3:1])[N:3]=[C:4]([C:20]4[CH:21]=[CH:22][CH:23]=[CH:24][CH:25]=4)[C:5]3=[C:10]([C:11]([F:13])([F:14])[F:12])[CH:9]=2)[C:32]2[C:39](=[CH:40][CH:35]=[CH:36][CH:37]=2)[CH2:38][CH2:33]1. The yield is 0.820. (4) The reactants are [NH:1]1[C:10]2[C:5](=[CH:6][CH:7]=[CH:8][CH:9]=2)[CH2:4][CH2:3][CH:2]1[CH2:11][C:12]([O:14][CH2:15][C:16]1[CH:21]=[CH:20][CH:19]=[CH:18][CH:17]=1)=[O:13].[F:22][C:23]([F:31])([F:30])[C:24](=[O:29])[C:25]([F:28])([F:27])[F:26].O. The catalyst is C1(C)C=CC=CC=1. The product is [F:22][C:23]([F:31])([F:30])[C:24]([C:7]1[CH:6]=[C:5]2[C:10](=[CH:9][CH:8]=1)[NH:1][CH:2]([CH2:11][C:12]([O:14][CH2:15][C:16]1[CH:17]=[CH:18][CH:19]=[CH:20][CH:21]=1)=[O:13])[CH2:3][CH2:4]2)([OH:29])[C:25]([F:28])([F:27])[F:26]. The yield is 0.660.